Dataset: Catalyst prediction with 721,799 reactions and 888 catalyst types from USPTO. Task: Predict which catalyst facilitates the given reaction. Reactant: [Cl:1][C:2]1[CH:7]=[C:6]([Cl:8])[CH:5]=[CH:4][C:3]=1[C:9]1[CH:14]=[CH:13][C:12]([CH:15]2[CH2:17][CH2:16]2)=[C:11]([CH:18]2[C:20]3([C:24](=[O:25])[C:23]([CH3:27])([CH3:26])[O:22][C:21]3([CH3:29])[CH3:28])[O:19]2)[CH:10]=1.[O-]S(C(F)(F)F)(=O)=O.[Yb+3].[O-]S(C(F)(F)F)(=O)=O.[O-]S(C(F)(F)F)(=O)=O.Cl([O-])(=O)(=O)=O.[Li+]. Product: [Cl:1][C:2]1[CH:7]=[C:6]([Cl:8])[CH:5]=[CH:4][C:3]=1[C:9]1[CH:14]=[CH:13][C:12]([CH:15]2[CH2:17][CH2:16]2)=[C:11]([CH:18]2[C:24](=[O:25])[C:23]([CH3:27])([CH3:26])[O:22][C:21]([CH3:29])([CH3:28])[C:20]2=[O:19])[CH:10]=1. The catalyst class is: 27.